Dataset: TCR-epitope binding with 47,182 pairs between 192 epitopes and 23,139 TCRs. Task: Binary Classification. Given a T-cell receptor sequence (or CDR3 region) and an epitope sequence, predict whether binding occurs between them. (1) Result: 0 (the TCR does not bind to the epitope). The epitope is GLNKIVRMY. The TCR CDR3 sequence is CASSSRTSGAYEQYF. (2) The epitope is LVLSVNPYV. The TCR CDR3 sequence is CASSDRGGRNTDTQYF. Result: 0 (the TCR does not bind to the epitope).